Dataset: Forward reaction prediction with 1.9M reactions from USPTO patents (1976-2016). Task: Predict the product of the given reaction. (1) Given the reactants C[Si]([N-][Si](C)(C)C)(C)C.[Li+].[Br:11][C:12]1[CH:13]=[CH:14][C:15]([F:21])=[C:16]([C:18](=[O:20])[CH3:19])[CH:17]=1.[O:22]1[CH2:27][CH2:26][C:25](=[O:28])[CH2:24][CH2:23]1, predict the reaction product. The product is: [Br:11][C:12]1[CH:13]=[CH:14][C:15]([F:21])=[C:16]([C:18](=[O:20])[CH2:19][C:25]2([OH:28])[CH2:26][CH2:27][O:22][CH2:23][CH2:24]2)[CH:17]=1. (2) Given the reactants I[C:2]1[N:11]=[C:10]2[N:4]([CH2:5][CH2:6][C:7]3[CH:23]=[CH:22][CH:21]=[CH:20][C:8]=3[CH:9]2[O:12][CH:13]2[CH2:18][CH2:17][N:16]([CH3:19])[CH2:15][CH2:14]2)[C:3]=1[CH3:24].[F:25][C:26]1[CH:27]=[C:28](B(O)O)[CH:29]=[CH:30][CH:31]=1.C(=O)([O-])[O-].[K+].[K+], predict the reaction product. The product is: [F:25][C:26]1[CH:31]=[C:30]([C:2]2[N:11]=[C:10]3[N:4]([CH2:5][CH2:6][C:7]4[CH:23]=[CH:22][CH:21]=[CH:20][C:8]=4[CH:9]3[O:12][CH:13]3[CH2:18][CH2:17][N:16]([CH3:19])[CH2:15][CH2:14]3)[C:3]=2[CH3:24])[CH:29]=[CH:28][CH:27]=1.